Dataset: Forward reaction prediction with 1.9M reactions from USPTO patents (1976-2016). Task: Predict the product of the given reaction. (1) The product is: [O:16]=[C:15]1[C:9]2[S:8][C:7]([NH:6][C:2](=[O:3])[O:4][CH3:5])=[N:11][C:10]=2[CH2:12][CH2:13][CH2:14]1. Given the reactants Cl[C:2]([O:4][CH3:5])=[O:3].[NH2:6][C:7]1[S:8][C:9]2[C:15](=[O:16])[CH2:14][CH2:13][CH2:12][C:10]=2[N:11]=1, predict the reaction product. (2) Given the reactants [CH2:1]([NH2:8])[CH2:2][CH2:3][CH2:4][CH2:5][CH2:6][CH3:7].[CH:9]1[CH:13]=[C:12]([CH2:14]O)[O:11][CH:10]=1.C(O)(C)C, predict the reaction product. The product is: [CH2:1]([NH:8][CH2:14][C:12]1[O:11][CH:10]=[CH:9][CH:13]=1)[CH2:2][CH2:3][CH2:4][CH2:5][CH2:6][CH3:7]. (3) Given the reactants Cl[C:2]1[N:7]=[C:6]([NH:8][CH3:9])[CH:5]=[CH:4][N:3]=1.[C:10]([O:14][C:15](=[O:24])[NH:16][C@H:17]1[CH2:22][CH2:21][C@@H:20]([NH2:23])[CH2:19][CH2:18]1)([CH3:13])([CH3:12])[CH3:11].C([O-])(O)=O.[Na+], predict the reaction product. The product is: [C:10]([O:14][C:15](=[O:24])[NH:16][C@H:17]1[CH2:18][CH2:19][C@@H:20]([NH:23][C:2]2[N:7]=[C:6]([NH:8][CH3:9])[CH:5]=[CH:4][N:3]=2)[CH2:21][CH2:22]1)([CH3:13])([CH3:11])[CH3:12]. (4) Given the reactants [NH2:1][CH2:2][C@@H:3]1[C@H:8]([CH3:9])[CH2:7][CH2:6][CH2:5][N:4]1[C:10]([C:12]1[C:17]([F:18])=[CH:16][CH:15]=[CH:14][C:13]=1[C:19]1[N:24]=[CH:23][CH:22]=[CH:21][N:20]=1)=[O:11].Cl[C:26]1[N:31]=[CH:30][C:29]([Cl:32])=[CH:28][N:27]=1, predict the reaction product. The product is: [Cl:32][C:29]1[CH:28]=[N:27][C:26]([NH:1][CH2:2][C@@H:3]2[C@H:8]([CH3:9])[CH2:7][CH2:6][CH2:5][N:4]2[C:10]([C:12]2[C:13]([C:19]3[N:20]=[CH:21][CH:22]=[CH:23][N:24]=3)=[CH:14][CH:15]=[CH:16][C:17]=2[F:18])=[O:11])=[N:31][CH:30]=1. (5) Given the reactants [Mg].[F:2][C:3]1[C:8]([F:9])=[CH:7][CH:6]=[CH:5][C:4]=1Br.[CH2:11]([C@H:16]1[CH2:21][CH2:20][C@H:19]([CH2:22][CH2:23][CH2:24][CH2:25][CH:26]2[CH2:31][CH2:30][C:29](=O)[CH2:28][CH2:27]2)[CH2:18][CH2:17]1)[CH2:12][CH2:13][CH2:14][CH3:15].[Cl-].[NH4+], predict the reaction product. The product is: [F:9][C:8]1[CH:7]=[CH:6][CH:5]=[C:4]([C:29]2[CH2:30][CH2:31][CH:26]([CH2:25][CH2:24][CH2:23][CH2:22][C@H:19]3[CH2:18][CH2:17][C@H:16]([CH2:11][CH2:12][CH2:13][CH2:14][CH3:15])[CH2:21][CH2:20]3)[CH2:27][CH:28]=2)[C:3]=1[F:2]. (6) Given the reactants [CH3:1][O:2][C:3]([C@@H:5]1[CH2:9][C@@H:8]([S:10]([CH2:13][CH:14]2[CH2:16][CH2:15]2)(=[O:12])=[O:11])[CH2:7][N:6]1[C:17](=O)[CH2:18][C:19](=[O:21])[CH3:20])=[O:4].COC1C=CC(P2(SP(C3C=CC(OC)=CC=3)(=S)S2)=[S:32])=CC=1, predict the reaction product. The product is: [CH3:1][O:2][C:3]([C@@H:5]1[CH2:9][C@@H:8]([S:10]([CH2:13][CH:14]2[CH2:16][CH2:15]2)(=[O:12])=[O:11])[CH2:7][N:6]1[C:17](=[S:32])[CH2:18][C:19](=[O:21])[CH3:20])=[O:4]. (7) Given the reactants [Li+].C[Si]([N-][Si](C)(C)C)(C)C.[CH3:11][C:12]1[N:17]=[C:16]([CH2:18][N:19]2[C:27]3[CH:26]=[CH:25][CH:24]=[C:23]([NH2:28])[C:22]=3[CH:21]=[N:20]2)[CH:15]=[CH:14][CH:13]=1.[CH3:29][N:30]1[CH2:35][CH2:34][N:33]([CH2:36][CH2:37][O:38][C:39]2[CH:44]=[CH:43][N:42]3[C:45]([C:48](OCC)=[O:49])=[CH:46][N:47]=[C:41]3[CH:40]=2)[CH2:32][CH2:31]1, predict the reaction product. The product is: [CH3:29][N:30]1[CH2:31][CH2:32][N:33]([CH2:36][CH2:37][O:38][C:39]2[CH:44]=[CH:43][N:42]3[C:45]([C:48]([NH:28][C:23]4[CH:24]=[CH:25][CH:26]=[C:27]5[C:22]=4[CH:21]=[N:20][N:19]5[CH2:18][C:16]4[CH:15]=[CH:14][CH:13]=[C:12]([CH3:11])[N:17]=4)=[O:49])=[CH:46][N:47]=[C:41]3[CH:40]=2)[CH2:34][CH2:35]1. (8) Given the reactants C(N(CC)CC)C.[OH:8][N:9]1[C:13](=[O:14])[C:12]2=[CH:15][CH:16]=[CH:17][CH:18]=[C:11]2[C:10]1=[O:19].Cl.Cl[CH2:22][C:23]1[S:24][C:25]2[C:34]3[CH:33]=[CH:32][CH:31]=[CH:30][C:29]=3[N:28]=[C:27]([NH2:35])[C:26]=2[N:36]=1, predict the reaction product. The product is: [NH2:35][C:27]1[C:26]2[N:36]=[C:23]([CH2:22][O:8][N:9]3[C:10](=[O:19])[C:11]4[C:12](=[CH:15][CH:16]=[CH:17][CH:18]=4)[C:13]3=[O:14])[S:24][C:25]=2[C:34]2[CH:33]=[CH:32][CH:31]=[CH:30][C:29]=2[N:28]=1. (9) Given the reactants Br[C:2]1[CH:3]=[C:4]2[C:8](=[C:9]([C:11]([NH2:13])=[O:12])[CH:10]=1)[NH:7][CH:6]=[C:5]2[CH:14]1[CH2:19][CH2:18][N:17]([S:20]([CH2:23][CH3:24])(=[O:22])=[O:21])[CH2:16][CH2:15]1.CC1(C)C(C)(C)OB([C:33]2[CH:34]=[C:35]([CH2:39][NH:40][CH2:41][CH2:42][C:43]#[N:44])[CH:36]=[N:37][CH:38]=2)O1.O1CCOCC1.C(=O)([O-])[O-].[K+].[K+], predict the reaction product. The product is: [C:43]([CH2:42][CH2:41][NH:40][CH2:39][C:35]1[CH:34]=[C:33]([C:2]2[CH:3]=[C:4]3[C:8](=[C:9]([C:11]([NH2:13])=[O:12])[CH:10]=2)[NH:7][CH:6]=[C:5]3[CH:14]2[CH2:15][CH2:16][N:17]([S:20]([CH2:23][CH3:24])(=[O:22])=[O:21])[CH2:18][CH2:19]2)[CH:38]=[N:37][CH:36]=1)#[N:44].